The task is: Predict the reaction yield, written as a fraction of the theoretical maximum amount of product (1.0 means a 100% yield; for example, 0.34 means a 34% yield).. This data is from Reaction yield outcomes from USPTO patents with 853,638 reactions. (1) The reactants are [CH:1]([C:3]1[CH:13]=[CH:12][C:6]([C:7]([O:9][CH2:10][CH3:11])=[O:8])=[C:5]([CH3:14])[CH:4]=1)=O.[C:15](=O)([O-])[O-].[K+].[K+]. The catalyst is O1CCOCC1.[Br-].C[P+](C1C=CC=CC=1)(C1C=CC=CC=1)C1C=CC=CC=1. The product is [CH3:14][C:5]1[CH:4]=[C:3]([CH:1]=[CH2:15])[CH:13]=[CH:12][C:6]=1[C:7]([O:9][CH2:10][CH3:11])=[O:8]. The yield is 0.720. (2) The reactants are [CH3:1][CH:2]1[CH2:18][CH2:17][N:5]2[C:6](=[O:16])[CH:7]=[C:8]([C:10]3[CH:15]=[CH:14][N:13]=[CH:12][CH:11]=3)[N:9]=[C:4]2[NH:3]1.[H-].[Na+].[N:21]1[C:29]2[CH2:28][C@H:27]([CH2:30]OS(C)(=O)=O)[CH2:26][C:25]=2[CH:24]=[CH:23][CH:22]=1.O. The catalyst is CN(C)C=O. The product is [N:21]1[C:29]2[CH2:28][C@H:27]([CH2:30][N:3]3[C:4]4=[N:9][C:8]([C:10]5[CH:15]=[CH:14][N:13]=[CH:12][CH:11]=5)=[CH:7][C:6](=[O:16])[N:5]4[CH2:17][CH2:18][CH:2]3[CH3:1])[CH2:26][C:25]=2[CH:24]=[CH:23][CH:22]=1. The yield is 0.600. (3) The reactants are Br[C:2]1[CH:7]=[CH:6][CH:5]=[C:4]([Br:8])[C:3]=1[CH3:9].[C:10]1(=[O:20])[C:19]2[C:14](=[CH:15][CH:16]=[CH:17][CH:18]=2)[CH2:13][CH2:12][NH:11]1.C(=O)([O-])[O-].[K+].[K+]. The catalyst is CS(C)=O.C(Cl)Cl.[Cu]I. The product is [Br:8][C:4]1[C:3]([CH3:9])=[C:2]([N:11]2[CH2:12][CH2:13][C:14]3[C:19](=[CH:18][CH:17]=[CH:16][CH:15]=3)[C:10]2=[O:20])[CH:7]=[CH:6][CH:5]=1. The yield is 0.110. (4) The reactants are [NH2:1][C:2]1[N:7]=[C:6](Cl)[C:5]([CH3:9])=[C:4]([Cl:10])[N:3]=1.[Cl:11][C:12]1[CH:13]=[CH:14][C:15]([O:21][CH3:22])=[C:16](B(O)O)[CH:17]=1.C1(P(C2C=CC=CC=2)C2C=CC=CC=2)C=CC=CC=1.C(=O)([O-])[O-].[Na+].[Na+]. The catalyst is O.C([O-])(=O)C.[Pd+2].C([O-])(=O)C.C(COC)OC. The product is [NH2:1][C:2]1[N:3]=[C:4]([Cl:10])[C:5]([CH3:9])=[C:6]([C:14]2[CH:13]=[C:12]([Cl:11])[CH:17]=[CH:16][C:15]=2[O:21][CH3:22])[N:7]=1. The yield is 0.210. (5) The reactants are [C:1]([O:5][C:6]([N:8]([C:43]([O:45][C:46]([CH3:49])([CH3:48])[CH3:47])=[O:44])[C:9]1[C:10]([C:22]2[O:26][N:25]=[C:24]([C:27]3[CH:32]=[CH:31][C:30]([CH2:33][N:34]([CH3:42])[C:35](=[O:41])[O:36][C:37]([CH3:40])([CH3:39])[CH3:38])=[CH:29][CH:28]=3)[CH:23]=2)=[N:11][C:12]([C:15]2[CH:20]=[CH:19][C:18](=[O:21])[NH:17][CH:16]=2)=[CH:13][N:14]=1)=[O:7])([CH3:4])([CH3:3])[CH3:2].C1C(=O)N([Br:57])C(=O)C1. The catalyst is C1COCC1. The product is [C:46]([O:45][C:43](=[O:44])[N:8]([C:9]1[C:10]([C:22]2[O:26][N:25]=[C:24]([C:27]3[CH:28]=[CH:29][C:30]([CH2:33][N:34]([C:35]([O:36][C:37]([CH3:38])([CH3:39])[CH3:40])=[O:41])[CH3:42])=[CH:31][CH:32]=3)[CH:23]=2)=[N:11][C:12]([C:15]2[CH:20]=[C:19]([Br:57])[C:18](=[O:21])[NH:17][CH:16]=2)=[CH:13][N:14]=1)[C:6]([O:5][C:1]([CH3:2])([CH3:3])[CH3:4])=[O:7])([CH3:49])([CH3:48])[CH3:47]. The yield is 0.650.